This data is from Full USPTO retrosynthesis dataset with 1.9M reactions from patents (1976-2016). The task is: Predict the reactants needed to synthesize the given product. (1) Given the product [Cl:10][C:11]1[CH:12]=[C:13]([CH:18]=[CH:19][C:20]=1[OH:21])[CH2:14][OH:15], predict the reactants needed to synthesize it. The reactants are: CC(C[AlH]CC(C)C)C.[Cl:10][C:11]1[CH:12]=[C:13]([CH:18]=[CH:19][C:20]=1[OH:21])[C:14](OC)=[O:15].Cl. (2) Given the product [C:2]1([NH:1][C:9]([NH2:10])=[NH:8])[CH:7]=[CH:6][CH:5]=[CH:4][CH:3]=1, predict the reactants needed to synthesize it. The reactants are: [NH2:1][C:2]1[CH:7]=[CH:6][CH:5]=[CH:4][CH:3]=1.[N:8]#[C:9][NH2:10].Cl. (3) Given the product [Br:1][C:2]1[N:7]=[C:6]2[C:8]([CH3:9])=[C:13]([C:14]([CH:16]3[CH2:21][CH2:20][CH2:19][CH2:18][CH2:17]3)=[O:15])[O:11][C:5]2=[CH:4][CH:3]=1, predict the reactants needed to synthesize it. The reactants are: [Br:1][C:2]1[N:7]=[C:6]([C:8](=O)[CH3:9])[C:5]([OH:11])=[CH:4][CH:3]=1.Br[CH2:13][C:14]([CH:16]1[CH2:21][CH2:20][CH2:19][CH2:18][CH2:17]1)=[O:15].C(=O)([O-])[O-].[K+].[K+].[Cl-].[NH4+]. (4) Given the product [Cl:1][C:2]1[CH:28]=[CH:27][C:5]([C:6]([C:8]2[CH:9]=[CH:10][C:11]3[NH:17][C:16](=[S:30])[CH2:15][N:14]=[C:13]([C:19]4[CH:24]=[CH:23][CH:22]=[C:21]([Cl:25])[CH:20]=4)[C:12]=3[CH:26]=2)=[O:7])=[CH:4][CH:3]=1, predict the reactants needed to synthesize it. The reactants are: [Cl:1][C:2]1[CH:28]=[CH:27][C:5]([C:6]([C:8]2[CH:9]=[CH:10][C:11]3[NH:17][C:16](=O)[CH2:15][N:14]=[C:13]([C:19]4[CH:24]=[CH:23][CH:22]=[C:21]([Cl:25])[CH:20]=4)[C:12]=3[CH:26]=2)=[O:7])=[CH:4][CH:3]=1.P12(SP3(SP(SP(S3)(S1)=S)(=S)S2)=S)=[S:30].C(Cl)Cl. (5) Given the product [CH3:53][O:52][C:50](=[O:51])[CH2:49][C:40]1[CH:41]=[C:42]([C:45]([F:47])([F:46])[F:48])[CH:43]=[CH:44][C:39]=1[C:37]#[C:38][C:2]1[C:7]([C:8]([F:11])([F:10])[F:9])=[CH:6][N:5]=[C:4]([NH:12][C:13]2[CH:18]=[CH:17][C:16]([CH:19]3[CH2:24][CH2:23][N:22]([C:25]([O:27][C:28]([CH3:31])([CH3:30])[CH3:29])=[O:26])[CH2:21][CH2:20]3)=[CH:15][CH:14]=2)[N:3]=1, predict the reactants needed to synthesize it. The reactants are: Cl[C:2]1[C:7]([C:8]([F:11])([F:10])[F:9])=[CH:6][N:5]=[C:4]([NH:12][C:13]2[CH:18]=[CH:17][C:16]([CH:19]3[CH2:24][CH2:23][N:22]([C:25]([O:27][C:28]([CH3:31])([CH3:30])[CH3:29])=[O:26])[CH2:21][CH2:20]3)=[CH:15][CH:14]=2)[N:3]=1.F[B-](F)(F)F.[C:37]([C:39]1[CH:44]=[CH:43][C:42]([C:45]([F:48])([F:47])[F:46])=[CH:41][C:40]=1[CH2:49][C:50]([O:52][CH3:53])=[O:51])#[CH:38]. (6) Given the product [CH3:7][O:6][C:4](=[O:5])[CH2:3][C:2]([NH:9][C:10]1[C:15]([Cl:16])=[CH:14][C:13]([Cl:17])=[CH:12][C:11]=1[C:18](=[O:19])[C:20]1[CH:25]=[CH:24][CH:23]=[CH:22][CH:21]=1)=[O:8], predict the reactants needed to synthesize it. The reactants are: Cl[C:2](=[O:8])[CH2:3][C:4]([O:6][CH3:7])=[O:5].[NH2:9][C:10]1[C:15]([Cl:16])=[CH:14][C:13]([Cl:17])=[CH:12][C:11]=1[C:18]([C:20]1[CH:25]=[CH:24][CH:23]=[CH:22][CH:21]=1)=[O:19].